This data is from CYP3A4 inhibition data for predicting drug metabolism from PubChem BioAssay. The task is: Regression/Classification. Given a drug SMILES string, predict its absorption, distribution, metabolism, or excretion properties. Task type varies by dataset: regression for continuous measurements (e.g., permeability, clearance, half-life) or binary classification for categorical outcomes (e.g., BBB penetration, CYP inhibition). Dataset: cyp3a4_veith. The drug is O=C(c1cc(C(F)(F)F)cc(C(F)(F)F)c1)N1CCC2(CC1)CCN(c1ccccn1)CC2. The result is 0 (non-inhibitor).